This data is from Peptide-MHC class I binding affinity with 185,985 pairs from IEDB/IMGT. The task is: Regression. Given a peptide amino acid sequence and an MHC pseudo amino acid sequence, predict their binding affinity value. This is MHC class I binding data. (1) The peptide sequence is PDDPVEIALY. The MHC is HLA-A29:02 with pseudo-sequence HLA-A29:02. The binding affinity (normalized) is 0.242. (2) The peptide sequence is GPGHKARVL. The MHC is HLA-B18:01 with pseudo-sequence HLA-B18:01. The binding affinity (normalized) is 0. (3) The peptide sequence is FTRMVVAAL. The MHC is HLA-A02:16 with pseudo-sequence HLA-A02:16. The binding affinity (normalized) is 0.0847. (4) The peptide sequence is LPPERRQPF. The MHC is HLA-B40:01 with pseudo-sequence HLA-B40:01. The binding affinity (normalized) is 0.0847. (5) The peptide sequence is YTVDYPNL. The MHC is H-2-Db with pseudo-sequence H-2-Db. The binding affinity (normalized) is 0.0206. (6) The peptide sequence is RVYLQGHGY. The MHC is HLA-A31:01 with pseudo-sequence HLA-A31:01. The binding affinity (normalized) is 0.172. (7) The binding affinity (normalized) is 0.302. The peptide sequence is IGLLPQDMVI. The MHC is H-2-Db with pseudo-sequence H-2-Db. (8) The peptide sequence is KLVETGFVI. The MHC is HLA-A02:02 with pseudo-sequence HLA-A02:02. The binding affinity (normalized) is 0.123. (9) The peptide sequence is IISTNTLGK. The MHC is HLA-A26:03 with pseudo-sequence HLA-A26:03. The binding affinity (normalized) is 0.0847. (10) The peptide sequence is MIRRRNQIL. The MHC is HLA-B08:02 with pseudo-sequence HLA-B08:02. The binding affinity (normalized) is 0.377.